From a dataset of Forward reaction prediction with 1.9M reactions from USPTO patents (1976-2016). Predict the product of the given reaction. (1) The product is: [CH:11]1([N:17]([CH3:18])[C:2]2[C:3]3[CH:10]=[CH:9][NH:8][C:4]=3[N:5]=[CH:6][N:7]=2)[CH2:16][CH2:15][CH2:14][CH2:13][CH2:12]1. Given the reactants Cl[C:2]1[C:3]2[CH:10]=[CH:9][NH:8][C:4]=2[N:5]=[CH:6][N:7]=1.[CH:11]1([NH:17][CH3:18])[CH2:16][CH2:15][CH2:14][CH2:13][CH2:12]1.C(O)(C)(C)C.Cl, predict the reaction product. (2) Given the reactants F[C:2]1[C:7]([I:8])=[CH:6][CH:5]=[CH:4][N:3]=1.[CH3:9][C:10]1([CH2:14][OH:15])[CH2:13][O:12][CH2:11]1, predict the reaction product. The product is: [I:8][C:7]1[C:2]([O:15][CH2:14][C:10]2([CH3:9])[CH2:13][O:12][CH2:11]2)=[N:3][CH:4]=[CH:5][CH:6]=1. (3) Given the reactants [NH2:1][C:2]1[N:7]=[C:6](Cl)[N:5]=[C:4]([NH:9][C@@H:10]2[CH2:15][CH2:14][C@H:13]([C:16]([OH:18])=[O:17])[CH2:12][CH2:11]2)[N:3]=1.[CH3:19][C:20]#[N:21].O, predict the reaction product. The product is: [NH2:1][C:2]1[N:7]=[C:6]([N:21]2[CH2:12][CH2:11][CH2:10][CH2:15][CH2:19][CH2:20]2)[N:5]=[C:4]([NH:9][C@@H:10]2[CH2:15][CH2:14][C@H:13]([C:16]([OH:18])=[O:17])[CH2:12][CH2:11]2)[N:3]=1. (4) Given the reactants Cl[C:2]1[C:11]2[C:6](=[CH:7][CH:8]=[CH:9][CH:10]=2)[CH:5]=[C:4]([NH:12][C:13]2[CH:17]=[C:16]([CH3:18])[NH:15][N:14]=2)[N:3]=1.[Cl:19][C:20]1[CH:21]=[C:22]([NH2:26])[CH:23]=[CH:24][CH:25]=1, predict the reaction product. The product is: [Cl:19][C:20]1[CH:21]=[C:22]([NH:26][C:2]2[C:11]3[C:6](=[CH:7][CH:8]=[CH:9][CH:10]=3)[CH:5]=[C:4]([NH:12][C:13]3[CH:17]=[C:16]([CH3:18])[NH:15][N:14]=3)[N:3]=2)[CH:23]=[CH:24][CH:25]=1.